The task is: Predict the product of the given reaction.. This data is from Forward reaction prediction with 1.9M reactions from USPTO patents (1976-2016). (1) Given the reactants [C:1]([C:3]1[C:4]([N:12]=[CH:13][N:14](C)C)=[N:5][C:6]([CH:9]([CH3:11])[CH3:10])=[CH:7][CH:8]=1)#[N:2].[CH3:17][O:18][C:19](=[O:42])[C:20]1[CH:25]=[CH:24][C:23]([S:26][C:27]2[CH:32]=[CH:31][C:30]([NH:33][C:34]([O:36][C:37]([CH3:40])([CH3:39])[CH3:38])=[O:35])=[CH:29][CH:28]=2)=[C:22](N)[CH:21]=1.C(OCC)(=O)C.C([O-])([O-])=O.[K+].[K+], predict the reaction product. The product is: [CH3:17][O:18][C:19](=[O:42])[C:20]1[CH:21]=[CH:22][C:23]([S:26][C:27]2[CH:32]=[CH:31][C:30]([NH:33][C:34]([O:36][C:37]([CH3:39])([CH3:38])[CH3:40])=[O:35])=[CH:29][CH:28]=2)=[C:24]([NH:2][C:1]2[C:3]3[CH:8]=[CH:7][C:6]([CH:9]([CH3:10])[CH3:11])=[N:5][C:4]=3[N:12]=[CH:13][N:14]=2)[CH:25]=1. (2) Given the reactants Cl[C:2]1[CH:9]=[CH:8][C:5]([C:6]#[N:7])=[CH:4][C:3]=1[C:10]([F:13])([F:12])[F:11].[CH3:14][N:15]([CH3:20])[CH2:16][CH2:17][NH:18][CH3:19], predict the reaction product. The product is: [CH3:14][N:15]([CH3:20])[CH2:16][CH2:17][N:18]([CH3:19])[C:2]1[CH:9]=[CH:8][C:5]([C:6]#[N:7])=[CH:4][C:3]=1[C:10]([F:13])([F:12])[F:11]. (3) Given the reactants C(OC(=O)[NH:7][C@H:8]1[CH2:12][CH2:11][C@@H:10]([O:13][CH2:14][CH3:15])[CH2:9]1)(C)(C)C.FC(F)(F)C(O)=O, predict the reaction product. The product is: [CH2:14]([O:13][C@@H:10]1[CH2:11][CH2:12][C@H:8]([NH2:7])[CH2:9]1)[CH3:15]. (4) Given the reactants Cl[C:2]1N=[CH:6][C:5]([CH2:8][NH:9][C:10](=[O:32])[CH2:11][C@@H:12]2[CH2:23][CH:22]=[CH:21][CH2:20][CH2:19][C:18](=[O:24])[O:17][C@H:16]([C:25]3[CH:30]=[CH:29][CH:28]=[CH:27][CH:26]=3)[CH2:15][NH:14][C:13]2=[O:31])=[CH:4][CH:3]=1.[CH:33]1(CN)CCCCC1, predict the reaction product. The product is: [CH:5]1([CH2:8][NH:9][C:10](=[O:32])[CH2:11][C@@H:12]2[CH2:23][CH:22]=[CH:21][CH2:20][CH2:19][C:18](=[O:24])[O:17][C@H:16]([C:25]3[CH:26]=[CH:27][CH:28]=[CH:29][CH:30]=3)[CH2:15][NH:14][C:13]2=[O:31])[CH2:4][CH2:3][CH2:2][CH2:33][CH2:6]1. (5) Given the reactants C[O:2][C:3](=[O:17])[C:4]1[CH:9]=[CH:8][C:7]([O:10][CH3:11])=[C:6]([O:12][CH2:13][CH2:14][CH2:15][OH:16])[CH:5]=1.Cl, predict the reaction product. The product is: [OH:16][CH2:15][CH2:14][CH2:13][O:12][C:6]1[CH:5]=[C:4]([CH:9]=[CH:8][C:7]=1[O:10][CH3:11])[C:3]([OH:17])=[O:2]. (6) Given the reactants [Br:1][C:2]1[CH:3]=[CH:4][C:5]([O:15][CH2:16][C:17]2[CH:22]=[CH:21][C:20]([F:23])=[CH:19][CH:18]=2)=[C:6]([C:8](=O)[CH2:9][CH2:10][C:11](=O)[CH3:12])[CH:7]=1.[NH2:24][C:25]1[CH:26]=[C:27]([CH:31]=[CH:32][C:33]=1[F:34])[C:28]([OH:30])=[O:29].CC1C=CC(S(O)(=O)=O)=CC=1, predict the reaction product. The product is: [Br:1][C:2]1[CH:3]=[CH:4][C:5]([O:15][CH2:16][C:17]2[CH:22]=[CH:21][C:20]([F:23])=[CH:19][CH:18]=2)=[C:6]([C:8]2[N:24]([C:25]3[CH:26]=[C:27]([CH:31]=[CH:32][C:33]=3[F:34])[C:28]([OH:30])=[O:29])[C:11]([CH3:12])=[CH:10][CH:9]=2)[CH:7]=1. (7) Given the reactants [NH2:1][C:2]1[CH:7]=[CH:6][C:5]([NH2:8])=[CH:4][C:3]=1[S:9]([NH2:12])(=[O:11])=[O:10].ClCCl.[CH3:16][S:17](Cl)(=[O:19])=[O:18], predict the reaction product. The product is: [NH2:1][C:2]1[CH:7]=[CH:6][C:5]([NH:8][S:17]([CH3:16])(=[O:19])=[O:18])=[CH:4][C:3]=1[S:9]([NH2:12])(=[O:10])=[O:11]. (8) Given the reactants Cl.[Cl:2][C:3]1[CH:4]=[C:5]2[C:10](=[CH:11][CH:12]=1)[O:9][CH2:8][CH2:7][CH:6]2[NH2:13].F[C:15]1[CH:20]=[C:19](F)[CH:18]=[CH:17][C:16]=1[S:22]([CH3:25])(=[O:24])=[O:23].[CH:26]([N:29](C(C)C)[CH2:30][CH3:31])([CH3:28])C.O.C[N:37](C)C=O, predict the reaction product. The product is: [ClH:2].[Cl:2][C:3]1[CH:4]=[C:5]2[C:10](=[CH:11][CH:12]=1)[O:9][CH2:8][CH2:7][CH:6]2[NH:13][C:15]1[CH:20]=[C:19]([N:37]2[CH2:31][CH2:30][NH:29][CH2:26][CH2:28]2)[CH:18]=[CH:17][C:16]=1[S:22]([CH3:25])(=[O:24])=[O:23].